Task: Predict the reactants needed to synthesize the given product.. Dataset: Full USPTO retrosynthesis dataset with 1.9M reactions from patents (1976-2016) Given the product [CH3:13][N:11]([CH3:12])[S:8]([N:6]1[CH:7]=[C:3]([CH2:2][C:14]2[CH:19]=[CH:18][CH:17]=[C:16]([N+:20]([O-:22])=[O:21])[C:15]=2[CH3:23])[N:4]=[CH:5]1)(=[O:9])=[O:10], predict the reactants needed to synthesize it. The reactants are: O[CH:2]([C:14]1[CH:19]=[CH:18][CH:17]=[C:16]([N+:20]([O-:22])=[O:21])[C:15]=1[CH3:23])[C:3]1[N:4]=[CH:5][N:6]([S:8]([N:11]([CH3:13])[CH3:12])(=[O:10])=[O:9])[CH:7]=1.C([SiH](CC)CC)C.